From a dataset of NCI-60 drug combinations with 297,098 pairs across 59 cell lines. Regression. Given two drug SMILES strings and cell line genomic features, predict the synergy score measuring deviation from expected non-interaction effect. (1) Drug 1: C1CCC(CC1)NC(=O)N(CCCl)N=O. Drug 2: COCCOC1=C(C=C2C(=C1)C(=NC=N2)NC3=CC=CC(=C3)C#C)OCCOC.Cl. Cell line: MOLT-4. Synergy scores: CSS=32.8, Synergy_ZIP=2.74, Synergy_Bliss=7.29, Synergy_Loewe=4.00, Synergy_HSA=6.27. (2) Drug 1: C1CCC(CC1)NC(=O)N(CCCl)N=O. Drug 2: CCCS(=O)(=O)NC1=C(C(=C(C=C1)F)C(=O)C2=CNC3=C2C=C(C=N3)C4=CC=C(C=C4)Cl)F. Cell line: NCI-H460. Synergy scores: CSS=2.59, Synergy_ZIP=-3.32, Synergy_Bliss=-2.48, Synergy_Loewe=-4.93, Synergy_HSA=-4.24. (3) Drug 1: C1CC(C1)(C(=O)O)C(=O)O.[NH2-].[NH2-].[Pt+2]. Drug 2: CC(C)NC(=O)C1=CC=C(C=C1)CNNC.Cl. Cell line: CCRF-CEM. Synergy scores: CSS=65.1, Synergy_ZIP=-2.43, Synergy_Bliss=-2.56, Synergy_Loewe=-15.3, Synergy_HSA=-2.22. (4) Drug 1: CCC1=C2CN3C(=CC4=C(C3=O)COC(=O)C4(CC)O)C2=NC5=C1C=C(C=C5)O. Drug 2: CC(C)(C#N)C1=CC(=CC(=C1)CN2C=NC=N2)C(C)(C)C#N. Cell line: MALME-3M. Synergy scores: CSS=1.88, Synergy_ZIP=3.85, Synergy_Bliss=0.172, Synergy_Loewe=-1.85, Synergy_HSA=-0.652. (5) Drug 1: CC1C(C(CC(O1)OC2CC(CC3=C2C(=C4C(=C3O)C(=O)C5=C(C4=O)C(=CC=C5)OC)O)(C(=O)CO)O)N)O.Cl. Drug 2: CCN(CC)CCCC(C)NC1=C2C=C(C=CC2=NC3=C1C=CC(=C3)Cl)OC. Cell line: T-47D. Synergy scores: CSS=4.25, Synergy_ZIP=-2.56, Synergy_Bliss=0.216, Synergy_Loewe=-2.11, Synergy_HSA=-0.759. (6) Drug 1: C1=CC=C(C(=C1)C(C2=CC=C(C=C2)Cl)C(Cl)Cl)Cl. Drug 2: CC(C)CN1C=NC2=C1C3=CC=CC=C3N=C2N. Cell line: HCT116. Synergy scores: CSS=10.3, Synergy_ZIP=3.22, Synergy_Bliss=10.2, Synergy_Loewe=7.56, Synergy_HSA=7.54. (7) Drug 1: C1=NC(=NC(=O)N1C2C(C(C(O2)CO)O)O)N. Drug 2: C(CC(=O)O)C(=O)CN.Cl. Cell line: TK-10. Synergy scores: CSS=18.9, Synergy_ZIP=-8.91, Synergy_Bliss=0.220, Synergy_Loewe=-0.579, Synergy_HSA=1.04.